From a dataset of Catalyst prediction with 721,799 reactions and 888 catalyst types from USPTO. Predict which catalyst facilitates the given reaction. Reactant: C[O:2][C:3]([C:5]1[CH:10]=[CH:9][C:8]([C:11]2[CH:16]=[CH:15][C:14]([Br:17])=[CH:13][CH:12]=2)=[CH:7][CH:6]=1)=O.[Al].[Li].[H-]. Product: [Br:17][C:14]1[CH:13]=[CH:12][C:11]([C:8]2[CH:9]=[CH:10][C:5]([CH2:3][OH:2])=[CH:6][CH:7]=2)=[CH:16][CH:15]=1. The catalyst class is: 7.